Predict the reactants needed to synthesize the given product. From a dataset of Full USPTO retrosynthesis dataset with 1.9M reactions from patents (1976-2016). (1) Given the product [Br:1][C:2]1[CH:7]=[CH:6][C:5]([O:8][CH2:10][CH2:11][CH2:12][Cl:13])=[CH:4][CH:3]=1, predict the reactants needed to synthesize it. The reactants are: [Br:1][C:2]1[CH:7]=[CH:6][C:5]([OH:8])=[CH:4][CH:3]=1.Br[CH2:10][CH2:11][CH2:12][Cl:13]. (2) Given the product [CH3:13][O:12][C:4]1[N:3]=[C:2]([N:14]2[CH2:18][CH2:17][CH2:16][CH2:15]2)[N:7]=[C:6]([C:8]([O:10][CH3:11])=[O:9])[CH:5]=1, predict the reactants needed to synthesize it. The reactants are: Cl[C:2]1[N:7]=[C:6]([C:8]([O:10][CH3:11])=[O:9])[CH:5]=[C:4]([O:12][CH3:13])[N:3]=1.[NH:14]1[CH2:18][CH2:17][CH2:16][CH2:15]1.C(N(CC)CC)C.O.